Dataset: hERG Central: cardiac toxicity at 1µM, 10µM, and general inhibition. Task: Predict hERG channel inhibition at various concentrations. The compound is Cc1ccc(C(OCCN(C)C)c2cccc(C(F)(F)F)c2)cc1.O=C(O)/C=C\C(=O)O. Results: hERG_inhib (hERG inhibition (general)): blocker.